From a dataset of Peptide-MHC class II binding affinity with 134,281 pairs from IEDB. Regression. Given a peptide amino acid sequence and an MHC pseudo amino acid sequence, predict their binding affinity value. This is MHC class II binding data. (1) The binding affinity (normalized) is 0.109. The MHC is HLA-DPA10201-DPB11401 with pseudo-sequence HLA-DPA10201-DPB11401. The peptide sequence is CDDALIEGITLLNAK. (2) The peptide sequence is WNFAGIEAAASAIQG. The MHC is HLA-DQA10501-DQB10301 with pseudo-sequence HLA-DQA10501-DQB10301. The binding affinity (normalized) is 0.619. (3) The peptide sequence is AAGVPPADKYRTFVA. The MHC is DRB1_1501 with pseudo-sequence DRB1_1501. The binding affinity (normalized) is 0.239. (4) The peptide sequence is DDKFLANVSTVLTGK. The MHC is DRB1_0101 with pseudo-sequence DRB1_0101. The binding affinity (normalized) is 0.828. (5) The peptide sequence is GAEVHIGNGGPCLFM. The MHC is DRB1_0401 with pseudo-sequence DRB1_0401. The binding affinity (normalized) is 0.0667. (6) The peptide sequence is FPGGKCSGITVSSTY. The MHC is DRB1_0101 with pseudo-sequence DRB1_0101. The binding affinity (normalized) is 0.256. (7) The peptide sequence is EIPDVLNSLAVAWMILRA. The MHC is DRB1_0101 with pseudo-sequence DRB1_0101. The binding affinity (normalized) is 0.192. (8) The peptide sequence is AFMVAATAANAAPAN. The MHC is DRB1_1001 with pseudo-sequence DRB1_1001. The binding affinity (normalized) is 0.725. (9) The peptide sequence is SQDLELSINLNGLQAY. The MHC is HLA-DQA10101-DQB10501 with pseudo-sequence HLA-DQA10101-DQB10501. The binding affinity (normalized) is 0.339.